Task: Predict which catalyst facilitates the given reaction.. Dataset: Catalyst prediction with 721,799 reactions and 888 catalyst types from USPTO (1) Reactant: [F:1][C:2]1[CH:7]=[CH:6][C:5]([C:8]2[C:13]([CH3:14])=[CH:12][CH:11]=[CH:10][N:9]=2)=[CH:4][CH:3]=1.ClC1C=CC=C(C(OO)=[O:23])C=1. Product: [F:1][C:2]1[CH:3]=[CH:4][C:5]([C:8]2[C:13]([CH3:14])=[CH:12][CH:11]=[CH:10][N+:9]=2[O-:23])=[CH:6][CH:7]=1. The catalyst class is: 7. (2) Reactant: [C:1]([C:5]1[CH:10]=[CH:9][C:8]([OH:11])=[C:7]([CH3:12])[CH:6]=1)([CH3:4])([CH3:3])[CH3:2].[Br:13]Br.[O-]S([O-])(=S)=O.[Na+].[Na+]. Product: [Br:13][C:9]1[CH:10]=[C:5]([C:1]([CH3:4])([CH3:3])[CH3:2])[CH:6]=[C:7]([CH3:12])[C:8]=1[OH:11]. The catalyst class is: 53. (3) Reactant: S(O[CH2:12][CH2:13][O:14][CH2:15][CH2:16][O:17][CH2:18][CH2:19][O:20][CH2:21][CH2:22][O:23][CH2:24][CH2:25][O:26][CH2:27][CH2:28][O:29][CH2:30][CH2:31][O:32][CH2:33][CH2:34][O:35][CH2:36][CH2:37][O:38][CH2:39][CH2:40][O:41][CH2:42][CH2:43][O:44][CH2:45][CH2:46][O:47][CH2:48][CH2:49][C:50]([O:52][CH3:53])=[O:51])(C1C=CC(C)=CC=1)(=O)=O.[NH2:54][C:55]1[CH:56]=[C:57]([CH2:63][OH:64])[CH:58]=[C:59]([CH2:61][OH:62])[CH:60]=1.C(=O)([O-])[O-].[K+].[K+]. The catalyst class is: 3. Product: [OH:62][CH2:61][C:59]1[CH:60]=[C:55]([NH:54][CH2:12][CH2:13][O:14][CH2:15][CH2:16][O:17][CH2:18][CH2:19][O:20][CH2:21][CH2:22][O:23][CH2:24][CH2:25][O:26][CH2:27][CH2:28][O:29][CH2:30][CH2:31][O:32][CH2:33][CH2:34][O:35][CH2:36][CH2:37][O:38][CH2:39][CH2:40][O:41][CH2:42][CH2:43][O:44][CH2:45][CH2:46][O:47][CH2:48][CH2:49][C:50]([O:52][CH3:53])=[O:51])[CH:56]=[C:57]([CH2:63][OH:64])[CH:58]=1. (4) Reactant: [Br:1][C:2]1[CH:7]=[CH:6][C:5]([C:8]2[C:20](=[O:21])[N:19]([CH2:22][CH3:23])[C:11]3[N:12]=[C:13](S(C)=O)[N:14]=[CH:15][C:10]=3[CH:9]=2)=[C:4]([Cl:24])[CH:3]=1.[CH3:25][N:26]1[CH2:31][CH2:30][N:29]([C:32]2[CH:38]=[CH:37][C:35]([NH2:36])=[CH:34][CH:33]=2)[CH2:28][CH2:27]1. Product: [Br:1][C:2]1[CH:7]=[CH:6][C:5]([C:8]2[C:20](=[O:21])[N:19]([CH2:22][CH3:23])[C:11]3[N:12]=[C:13]([NH:36][C:35]4[CH:34]=[CH:33][C:32]([N:29]5[CH2:28][CH2:27][N:26]([CH3:25])[CH2:31][CH2:30]5)=[CH:38][CH:37]=4)[N:14]=[CH:15][C:10]=3[CH:9]=2)=[C:4]([Cl:24])[CH:3]=1. The catalyst class is: 4.